Dataset: Full USPTO retrosynthesis dataset with 1.9M reactions from patents (1976-2016). Task: Predict the reactants needed to synthesize the given product. (1) Given the product [C:6]1(=[O:22])[CH2:7][CH2:8][CH2:9][CH2:10][CH2:11][CH2:12][CH2:13][CH:14]=[CH:15][CH2:16][CH2:17][CH2:18][CH2:19][CH2:20][CH2:21][CH2:5]1, predict the reactants needed to synthesize it. The reactants are: COC([CH:5]1[CH2:21][CH2:20][CH2:19][CH2:18][CH2:17][CH2:16][CH:15]=[CH:14][CH2:13][CH2:12][CH2:11][CH2:10][CH2:9][CH2:8][CH2:7][C:6]1=[O:22])=O.S(=O)(=O)(O)O. (2) Given the product [NH2:27][C:9]1[CH:8]=[C:7]([CH:12]=[CH:11][C:10]=1[NH:13][CH2:14][CH2:15][CH2:16][N:17]([CH3:26])[CH2:18][CH2:19][C:20]1[CH:25]=[CH:24][CH:23]=[CH:22][N:21]=1)[C:6]([N:5]([CH2:1][CH:2]([CH3:3])[CH3:4])[CH2:31][CH:32]([CH3:34])[CH3:33])=[O:30], predict the reactants needed to synthesize it. The reactants are: [CH2:1]([N:5]([CH2:31][CH:32]([CH3:34])[CH3:33])[C:6](=[O:30])[C:7]1[CH:12]=[CH:11][C:10]([NH:13][CH2:14][CH2:15][CH2:16][N:17]([CH3:26])[CH2:18][CH2:19][C:20]2[CH:25]=[CH:24][CH:23]=[CH:22][N:21]=2)=[C:9]([N+:27]([O-])=O)[CH:8]=1)[CH:2]([CH3:4])[CH3:3]. (3) Given the product [CH2:37]([O:36][CH2:32][CH:33]([OH:35])[CH2:34][N:23]1[CH2:22][CH2:21][N:20]([CH2:19][C:17]2[S:18][C:13]3[C:12]([N:26]4[CH2:27][CH2:28][O:29][CH2:30][CH2:31]4)=[N:11][C:10]([C:5]4[CH:6]=[CH:7][CH:8]=[C:9]5[C:4]=4[CH:3]=[CH:2][NH:1]5)=[N:15][C:14]=3[CH:16]=2)[CH2:25][CH2:24]1)[CH2:38][CH2:39][CH3:40], predict the reactants needed to synthesize it. The reactants are: [NH:1]1[C:9]2[C:4](=[C:5]([C:10]3[N:11]=[C:12]([N:26]4[CH2:31][CH2:30][O:29][CH2:28][CH2:27]4)[C:13]4[S:18][C:17]([CH2:19][N:20]5[CH2:25][CH2:24][NH:23][CH2:22][CH2:21]5)=[CH:16][C:14]=4[N:15]=3)[CH:6]=[CH:7][CH:8]=2)[CH:3]=[CH:2]1.[CH2:32]([O:36][CH2:37][CH2:38][CH2:39][CH3:40])[CH:33]1[O:35][CH2:34]1. (4) Given the product [Cl:1][C:2]1[CH:3]=[C:4]2[C:9](=[CH:10][C:11]=1[O:12][C:13]1[CH:14]=[CH:15][C:16]([C:19](=[O:31])[NH:20][CH:21]3[CH2:22][CH:23]([C:25]4[CH:30]=[CH:29][CH:28]=[CH:27][CH:26]=4)[CH2:24]3)=[CH:17][CH:18]=1)[O:8][CH2:7][CH2:6][CH:5]2[C:32]([OH:34])=[O:33], predict the reactants needed to synthesize it. The reactants are: [Cl:1][C:2]1[CH:3]=[C:4]2[C:9](=[CH:10][C:11]=1[O:12][C:13]1[CH:18]=[CH:17][C:16]([C:19](=[O:31])[NH:20][CH:21]3[CH2:24][CH:23]([C:25]4[CH:30]=[CH:29][CH:28]=[CH:27][CH:26]=4)[CH2:22]3)=[CH:15][CH:14]=1)[O:8][CH2:7][CH2:6][CH:5]2[C:32]([O:34]CC)=[O:33].[OH-].[Na+]. (5) Given the product [O:10]1[CH2:8][CH:7]1[CH2:6][S:5][CH2:4][CH:3]1[O:11][CH2:2]1, predict the reactants needed to synthesize it. The reactants are: Cl[CH2:2][CH:3]([OH:11])[CH2:4][S:5][CH2:6][CH:7]([OH:10])[CH2:8]Cl.[OH-].[Na+]. (6) Given the product [C:1]([C:5]1[CH:10]=[C:9]([Br:11])[C:8]([N+:12]([O-:14])=[O:13])=[CH:7][C:6]=1[O:15][CH3:16])([CH3:4])([CH3:2])[CH3:3], predict the reactants needed to synthesize it. The reactants are: [C:1]([C:5]1[CH:10]=[C:9]([Br:11])[C:8]([N+:12]([O-:14])=[O:13])=[CH:7][C:6]=1[OH:15])([CH3:4])([CH3:3])[CH3:2].[C:16]([O-])([O-])=O.[Cs+].[Cs+].CI.